This data is from Reaction yield outcomes from USPTO patents with 853,638 reactions. The task is: Predict the reaction yield, written as a fraction of the theoretical maximum amount of product (1.0 means a 100% yield; for example, 0.34 means a 34% yield). (1) The catalyst is C([O-])(=O)C.[Pd+2].C([O-])(=O)C.C1(C)C=CC=CC=1P(C1C=CC=CC=1C)C1C=CC=CC=1C.C1(C)C=CC=CC=1. The product is [O:9]1[C:10]2[CH:16]=[CH:15][CH:14]=[CH:13][C:11]=2[N:12]=[C:8]1[C:5]1[CH:6]=[CH:7][C:2]([C:33]2[CH:34]=[CH:35][C:30]([N:28]3[C:27]4[CH:26]=[CH:25][CH:24]=[CH:23][C:22]=4[C:21]4[C:29]3=[CH:17][CH:18]=[CH:19][CH:20]=4)=[CH:31][CH:32]=2)=[CH:3][CH:4]=1. The reactants are I[C:2]1[CH:7]=[CH:6][C:5]([C:8]2[O:9][C:10]3[CH:16]=[CH:15][CH:14]=[CH:13][C:11]=3[N:12]=2)=[CH:4][CH:3]=1.[CH:17]1[C:29]2[N:28]([C:30]3[CH:35]=[CH:34][C:33](B(O)O)=[CH:32][CH:31]=3)[C:27]3[C:22](=[CH:23][CH:24]=[CH:25][CH:26]=3)[C:21]=2[CH:20]=[CH:19][CH:18]=1.COCCOC.C(=O)([O-])[O-].[K+].[K+]. The yield is 0.880. (2) The reactants are [NH2:1][C:2]1[S:6][C:5]2[CH2:7][CH2:8][CH2:9][C:4]=2[C:3]=1[C:10]([C:12]1[CH:17]=[CH:16][CH:15]=[CH:14][CH:13]=1)=O.[F:18][C:19]([F:27])([F:26])[C:20](=[O:25])[CH2:21][C:22](=O)[CH3:23]. The catalyst is C(O)(=O)C.S(=O)(=O)(O)O. The product is [F:18][C:19]([F:27])([F:26])[C:20]([C:21]1[C:10]([C:12]2[CH:17]=[CH:16][CH:15]=[CH:14][CH:13]=2)=[C:3]2[C:4]3[CH2:9][CH2:8][CH2:7][C:5]=3[S:6][C:2]2=[N:1][C:22]=1[CH3:23])=[O:25]. The yield is 0.270.